Dataset: Forward reaction prediction with 1.9M reactions from USPTO patents (1976-2016). Task: Predict the product of the given reaction. (1) Given the reactants [F:1][C:2]1[CH:3]=[C:4]([CH:13]=[C:14](I)[C:15]=1[CH3:16])[C:5]([NH:7][C:8]1[CH:12]=[CH:11][O:10][N:9]=1)=[O:6].C([Mg]Cl)(C)C.C([O:26][B:27](OC(C)C)[O:28]C(C)C)(C)C, predict the reaction product. The product is: [F:1][C:2]1[C:15]([CH3:16])=[C:14]([B:27]([OH:28])[OH:26])[CH:13]=[C:4]([C:5]([NH:7][C:8]2[CH:12]=[CH:11][O:10][N:9]=2)=[O:6])[CH:3]=1. (2) Given the reactants [F:1][C:2]1[C:3]([NH:16][C:17]2[CH:18]=[C:19](NC(=O)C=C)C=C[CH:22]=2)=[N:4][C:5]([NH:8][C:9]2[CH:14]=[CH:13][C:12]([OH:15])=[CH:11][CH:10]=2)=[N:6][CH:7]=1.C[N+:29]1([O-])[CH2:34][CH2:33][O:32][CH2:31][CH2:30]1.[C:36](OCC)(=[O:38])C.C1C[O:45]CC1, predict the reaction product. The product is: [F:1][C:2]1[C:3]([NH:16][C:17]2[CH:22]=[C:34]([NH:29][C:30](=[O:45])[CH:31]([OH:32])[CH2:36][OH:38])[CH:33]=[CH:19][CH:18]=2)=[N:4][C:5]([NH:8][C:9]2[CH:10]=[CH:11][C:12]([OH:15])=[CH:13][CH:14]=2)=[N:6][CH:7]=1. (3) Given the reactants [Cl:1][C:2]1[CH:3]=[C:4]([NH:10][C:11]2[CH:16]=[CH:15][C:14]([O:17][C:18]([CH3:22])([CH3:21])[CH2:19][OH:20])=[CH:13][N:12]=2)[C:5](=[O:9])[N:6]([CH3:8])[N:7]=1.CC(OI1(OC(C)=O)(OC(C)=O)OC(=O)C2C=CC=CC1=2)=O.C(=O)(O)[O-].[Na+].S([O-])([O-])(=O)=S.[Na+].[Na+], predict the reaction product. The product is: [Cl:1][C:2]1[CH:3]=[C:4]([NH:10][C:11]2[N:12]=[CH:13][C:14]([O:17][C:18]([CH3:22])([CH3:21])[CH:19]=[O:20])=[CH:15][CH:16]=2)[C:5](=[O:9])[N:6]([CH3:8])[N:7]=1. (4) Given the reactants [CH3:1][N:2]1[CH2:6][CH2:5][CH2:4][CH:3]1[CH2:7][CH2:8][N:9]1[C:17]2[C:12](=[CH:13][C:14]([NH2:18])=[CH:15][CH:16]=2)[CH:11]=[C:10]1[C:19]1[CH:24]=[CH:23][C:22]([N+:25]([O-:27])=[O:26])=[CH:21][CH:20]=1.I.CS[C:31]([C:33]1[S:34][CH:35]=[CH:36][CH:37]=1)=[NH:32].N, predict the reaction product. The product is: [CH3:1][N:2]1[CH2:6][CH2:5][CH2:4][CH:3]1[CH2:7][CH2:8][N:9]1[C:17]2[C:12](=[CH:13][C:14]([NH:18][C:31]([C:33]3[S:34][CH:35]=[CH:36][CH:37]=3)=[NH:32])=[CH:15][CH:16]=2)[CH:11]=[C:10]1[C:19]1[CH:20]=[CH:21][C:22]([N+:25]([O-:27])=[O:26])=[CH:23][CH:24]=1. (5) Given the reactants [CH2:1]1[C:3]2([CH2:7][CH2:6][CH2:5][N:4]2C(OC(C)(C)C)=O)[CH2:2]1.[C:15]([OH:21])([C:17]([F:20])([F:19])[F:18])=[O:16], predict the reaction product. The product is: [F:18][C:17]([F:20])([F:19])[C:15]([OH:21])=[O:16].[CH2:2]1[C:3]2([CH2:7][CH2:6][CH2:5][NH:4]2)[CH2:1]1. (6) Given the reactants [O:1]=[C:2]1[NH:6][C@H:5]([CH2:7][CH2:8][C:9](=[O:13])SCC)[C:4](=[O:14])[NH:3]1.[SiH](CC)(CC)CC, predict the reaction product. The product is: [O:1]=[C:2]1[NH:6][C@H:5]([CH2:7][CH2:8][CH:9]=[O:13])[C:4](=[O:14])[NH:3]1. (7) Given the reactants BrC1C=CC(N([C:13]2[C:32](C3CC3)=[CH:31][C:16]3[C:17]([C:27]([NH:29]C)=[O:28])=[C:18](C4C=CC(F)=CC=4)[O:19][C:15]=3[CH:14]=2)S(C)(=O)=O)=CC=1.C([O-])(=O)C.[K+].B1(B2OC(C)(C)C(C)(C)O2)OC(C)(C)C(C)(C)O1, predict the reaction product. The product is: [O:19]1[C:15]2[CH:14]=[CH:13][CH:32]=[CH:31][C:16]=2[C:17]([C:27]([NH2:29])=[O:28])=[CH:18]1. (8) Given the reactants [F:1][C:2]1[CH:7]=[CH:6][C:5]([CH2:8][C:9](=O)[CH:10]([CH3:12])[CH3:11])=[CH:4][C:3]=1[O:14][CH2:15][CH2:16][CH2:17][O:18][CH3:19].[BH3-]C#[N:22].[Na+], predict the reaction product. The product is: [F:1][C:2]1[CH:7]=[CH:6][C:5]([CH2:8][CH:9]([NH2:22])[CH:10]([CH3:12])[CH3:11])=[CH:4][C:3]=1[O:14][CH2:15][CH2:16][CH2:17][O:18][CH3:19]. (9) Given the reactants [O:1]1[CH2:6][CH2:5][C:4](=[O:7])[CH2:3][CH2:2]1.B(F)(F)F.CCOCC.[N+](=[CH:19][C:20]([O:22][CH2:23][CH3:24])=[O:21])=[N-].C([O-])(O)=O.[Na+], predict the reaction product. The product is: [O:7]=[C:4]1[CH2:3][CH2:2][O:1][CH2:6][CH2:5][CH:19]1[C:20]([O:22][CH2:23][CH3:24])=[O:21].